Dataset: Forward reaction prediction with 1.9M reactions from USPTO patents (1976-2016). Task: Predict the product of the given reaction. (1) Given the reactants [Br:1][C:2]1[CH:11]=[CH:10][C:5]([C:6]([O:8][CH3:9])=[O:7])=[CH:4][C:3]=1[CH2:12]Br.[C:14]([O-:17])(=[O:16])[CH3:15].[Na+], predict the reaction product. The product is: [C:14]([O:17][CH2:12][C:3]1[CH:4]=[C:5]([CH:10]=[CH:11][C:2]=1[Br:1])[C:6]([O:8][CH3:9])=[O:7])(=[O:16])[CH3:15]. (2) The product is: [CH:32]1([C:9]2[C:8]3[C:12](=[CH:13][C:5]([C:3]([OH:2])=[O:4])=[CH:6][CH:7]=3)[N:11]([CH2:14][C:15]([N:17]3[CH2:22][CH2:21][O:20][CH2:19][CH2:18]3)=[O:16])[C:10]=2[C:23]2[CH:24]=[C:25]3[C:26](=[CH:27][CH:28]=2)[N:29]=[C:50]([C:53]2[CH:58]=[C:57]([CH3:59])[CH:56]=[CH:55][N:54]=2)[CH:51]=[CH:30]3)[CH2:33][CH2:34][CH2:35][CH2:36][CH2:37]1. Given the reactants C[O:2][C:3]([C:5]1[CH:13]=[C:12]2[C:8]([C:9]([CH:32]3[CH2:37][CH2:36][CH2:35][CH2:34][CH2:33]3)=[C:10]([C:23]3[CH:28]=[CH:27][C:26]([NH2:29])=[C:25]([CH:30]=O)[CH:24]=3)[N:11]2[CH2:14][C:15]([N:17]2[CH2:22][CH2:21][O:20][CH2:19][CH2:18]2)=[O:16])=[CH:7][CH:6]=1)=[O:4].C(C1C=C(C=O)C(O)=CC=1)(=O)C.[C:50]([C:53]1[CH:58]=[C:57]([CH3:59])[CH:56]=[CH:55][N:54]=1)(=O)[CH3:51], predict the reaction product. (3) Given the reactants [CH2:1]1[O:9][C:8]2[C:3](=[C:4]([S:10]([NH2:13])(=[O:12])=[O:11])[CH:5]=[CH:6][CH:7]=2)[O:2]1.C(=O)([O-])[O-].[Cs+].[Cs+].Cl.Cl[CH2:22][N:23]1[C:27]([CH3:28])=[CH:26][C:25]([CH3:29])=[N:24]1.C(OCC)(=O)C.CCCCCC, predict the reaction product. The product is: [CH3:22][N:23]1[C:27]([CH3:28])=[CH:26][C:25]([CH3:29])=[N:24]1.[CH2:1]1[O:9][C:8]2[C:3](=[C:4]([S:10]([NH2:13])(=[O:11])=[O:12])[CH:5]=[CH:6][CH:7]=2)[O:2]1. (4) Given the reactants [OH:1][CH2:2][CH:3]1[CH2:8][CH2:7][CH2:6][N:5]([C:9]([O:11][C:12]([CH3:15])([CH3:14])[CH3:13])=[O:10])[CH2:4]1.[Cr](Cl)([O-])(=O)=O.[NH+]1C=CC=CC=1, predict the reaction product. The product is: [CH:2]([CH:3]1[CH2:8][CH2:7][CH2:6][N:5]([C:9]([O:11][C:12]([CH3:15])([CH3:14])[CH3:13])=[O:10])[CH2:4]1)=[O:1]. (5) Given the reactants C([O:3][C:4]([CH2:6][CH:7]1[C:13]2[CH:14]=[C:15]([Cl:18])[CH:16]=[CH:17][C:12]=2[N:11]([C:19](=[O:32])[C:20]2[CH:25]=[CH:24][C:23]([CH:26]3[CH2:31][CH2:30][CH2:29][CH2:28][CH2:27]3)=[CH:22][CH:21]=2)[CH2:10][CH2:9][CH2:8]1)=[O:5])C.[OH-].[Na+].Cl, predict the reaction product. The product is: [C:4]([CH2:6][CH:7]1[C:13]2[CH:14]=[C:15]([Cl:18])[CH:16]=[CH:17][C:12]=2[N:11]([C:19](=[O:32])[C:20]2[CH:25]=[CH:24][C:23]([CH:26]3[CH2:27][CH2:28][CH2:29][CH2:30][CH2:31]3)=[CH:22][CH:21]=2)[CH2:10][CH2:9][CH2:8]1)([OH:5])=[O:3]. (6) Given the reactants [CH:1]1([N:7]2[C:11]3[CH:12]=[CH:13][C:14]([C:16](O)=[O:17])=[CH:15][C:10]=3[N:9]=[C:8]2[C:19]2[CH:20]=[C:21]3[C:26](=[CH:27][CH:28]=2)[N:25]=[C:24]([C:29]2[CH:34]=[CH:33][CH:32]=[CH:31][CH:30]=2)[CH:23]=[CH:22]3)[CH2:6][CH2:5][CH2:4][CH2:3][CH2:2]1.ClC1C=CC(C2C(C3C=CC4C(=CC=C(C5N(C6CCCCC6)C6C=CC(C(NC(CC7C8C(=CC=C(O)C=8)NC=7)C(O)=O)=O)=CC=6N=5)C=4)N=3)=CC(C(N3CCCC3)=O)=CC=2)=CC=1.C[O:99][C:100](=[O:109])[C@H:101]([CH2:103][CH2:104][C:105]([O:107]C)=[O:106])[NH2:102].[OH-].[Na+], predict the reaction product. The product is: [CH:1]1([N:7]2[C:11]3[CH:12]=[CH:13][C:14]([C:16]([NH:102][CH:101]([CH2:103][CH2:104][C:105]([OH:107])=[O:106])[C:100]([OH:99])=[O:109])=[O:17])=[CH:15][C:10]=3[N:9]=[C:8]2[C:19]2[CH:20]=[C:21]3[C:26](=[CH:27][CH:28]=2)[N:25]=[C:24]([C:29]2[CH:30]=[CH:31][CH:32]=[CH:33][CH:34]=2)[CH:23]=[CH:22]3)[CH2:6][CH2:5][CH2:4][CH2:3][CH2:2]1. (7) Given the reactants Br[C:2]1[CH:7]=[CH:6][C:5]([C@@H:8]([N:10]2[CH2:15][CH2:14][C@@:13]([C:20]3[CH:25]=[CH:24][C:23]([F:26])=[CH:22][CH:21]=3)([CH2:16][CH2:17][CH2:18][OH:19])[O:12][C:11]2=[O:27])[CH3:9])=[CH:4][CH:3]=1.Br[C:29]1[C:30]([CH3:36])=[N:31][C:32]([CH3:35])=[CH:33][CH:34]=1, predict the reaction product. The product is: [CH3:36][C:30]1[C:29]([C:2]2[CH:3]=[CH:4][C:5]([C@@H:8]([N:10]3[CH2:15][CH2:14][C@@:13]([C:20]4[CH:21]=[CH:22][C:23]([F:26])=[CH:24][CH:25]=4)([CH2:16][CH2:17][CH2:18][OH:19])[O:12][C:11]3=[O:27])[CH3:9])=[CH:6][CH:7]=2)=[CH:34][CH:33]=[C:32]([CH3:35])[N:31]=1. (8) Given the reactants [C:1]([C:5]1[C:6]([OH:17])=[C:7]([CH:10]=[C:11]([C:13]([CH3:16])([CH3:15])[CH3:14])[CH:12]=1)[CH:8]=O)([CH3:4])([CH3:3])[CH3:2].[C:18]([NH:21][NH2:22])([NH2:20])=[NH:19].Cl, predict the reaction product. The product is: [C:1]([C:5]1[C:6]([OH:17])=[C:7]([CH:10]=[C:11]([C:13]([CH3:16])([CH3:15])[CH3:14])[CH:12]=1)[CH:8]=[N:22][NH:21][C:18]([NH2:20])=[NH:19])([CH3:4])([CH3:3])[CH3:2]. (9) Given the reactants [ClH:1].[CH3:2][O:3][C:4]1[CH:5]=[C:6](/[CH:12]=[C:13](/[C:16]2[CH:21]=[CH:20][CH:19]=[CH:18][N:17]=2)\[C:14]#[N:15])[CH:7]=[CH:8][C:9]=1[O:10][CH3:11], predict the reaction product. The product is: [ClH:1].[CH3:2][O:3][C:4]1[CH:5]=[C:6](/[CH:12]=[C:13](/[C:16]2[CH:21]=[CH:20][CH:19]=[CH:18][N:17]=2)\[C:14]#[N:15])[CH:7]=[CH:8][C:9]=1[O:10][CH3:11]. (10) Given the reactants [S:1]1[CH:5]=[CH:4][C:3]([C:6]2[CH:7]=[N:8][C:9]([NH2:12])=[N:10][CH:11]=2)=[CH:2]1.[H-].[Na+].[CH3:15][O:16][C:17]1[CH:22]=[CH:21][C:20]([N:23]=[C:24]=[O:25])=[CH:19][CH:18]=1, predict the reaction product. The product is: [CH3:15][O:16][C:17]1[CH:22]=[CH:21][C:20]([NH:23][C:24]([NH:12][C:9]2[N:10]=[CH:11][C:6]([C:3]3[CH:4]=[CH:5][S:1][CH:2]=3)=[CH:7][N:8]=2)=[O:25])=[CH:19][CH:18]=1.